Dataset: Retrosynthesis with 50K atom-mapped reactions and 10 reaction types from USPTO. Task: Predict the reactants needed to synthesize the given product. (1) Given the product CCOC(=O)c1nc(N2CCCCS2(=O)=O)n(C)c(=O)c1O, predict the reactants needed to synthesize it. The reactants are: CCOC(=O)c1nc(N2CCCCS2(=O)=O)n(C)c(=O)c1OCc1ccccc1. (2) Given the product OCCCCCCC(F)(F)C(F)(F)C(F)(F)C(F)(F)F, predict the reactants needed to synthesize it. The reactants are: OCCCCC(I)CC(F)(F)C(F)(F)C(F)(F)C(F)(F)F.